This data is from Peptide-MHC class I binding affinity with 185,985 pairs from IEDB/IMGT. The task is: Regression. Given a peptide amino acid sequence and an MHC pseudo amino acid sequence, predict their binding affinity value. This is MHC class I binding data. (1) The peptide sequence is WYIKIFIII. The MHC is HLA-B58:01 with pseudo-sequence HLA-B58:01. The binding affinity (normalized) is 0.0847. (2) The peptide sequence is YTAVVPLVC. The MHC is HLA-B46:01 with pseudo-sequence HLA-B46:01. The binding affinity (normalized) is 0.218.